From a dataset of Catalyst prediction with 721,799 reactions and 888 catalyst types from USPTO. Predict which catalyst facilitates the given reaction. Reactant: [C:1]([C:3]1[CH:8]=[CH:7][C:6]([C:9]2[N:10]=[C:11]([CH:14]([CH2:19][C:20]3[CH:25]=[CH:24][CH:23]=[CH:22][CH:21]=3)[C:15]([O:17]C)=[O:16])[NH:12][CH:13]=2)=[CH:5][CH:4]=1)#[N:2].[OH-].[Na+].Cl. Product: [C:1]([C:3]1[CH:4]=[CH:5][C:6]([C:9]2[N:10]=[C:11]([CH:14]([CH2:19][C:20]3[CH:25]=[CH:24][CH:23]=[CH:22][CH:21]=3)[C:15]([OH:17])=[O:16])[NH:12][CH:13]=2)=[CH:7][CH:8]=1)#[N:2]. The catalyst class is: 14.